From a dataset of Reaction yield outcomes from USPTO patents with 853,638 reactions. Predict the reaction yield, written as a fraction of the theoretical maximum amount of product (1.0 means a 100% yield; for example, 0.34 means a 34% yield). The reactants are CC([O-])(C)C.[Na+].Cl[C:8]1[CH:13]=[CH:12][C:11]([CH3:14])=[CH:10][CH:9]=1.[CH3:15][CH:16]([CH3:20])[C:17](=[O:19])[CH3:18].[C:21]1([CH3:27])[CH:26]=[CH:25][CH:24]=[CH:23][CH:22]=1. The catalyst is C1C=CC(/C=C/C(/C=C/C2C=CC=CC=2)=O)=CC=1.C1C=CC(/C=C/C(/C=C/C2C=CC=CC=2)=O)=CC=1.C1C=CC(/C=C/C(/C=C/C2C=CC=CC=2)=O)=CC=1.[Pd].[Pd]. The product is [CH3:27][C:21]1[CH:26]=[CH:25][C:24]([CH:18]([C:8]2[CH:13]=[CH:12][C:11]([CH3:14])=[CH:10][CH:9]=2)[C:17](=[O:19])[CH:16]([CH3:20])[CH3:15])=[CH:23][CH:22]=1. The yield is 0.790.